This data is from Catalyst prediction with 721,799 reactions and 888 catalyst types from USPTO. The task is: Predict which catalyst facilitates the given reaction. (1) Reactant: Cl.Cl.[NH:3]1[CH2:8][CH2:7][CH:6]([C:9]2[C:10]([O:15][C:16]3[CH:21]=[CH:20][C:19]([NH:22][C:23]4[CH:28]=[CH:27][CH:26]=[CH:25][N:24]=4)=[CH:18][CH:17]=3)=[N:11][CH:12]=[CH:13][N:14]=2)[CH2:5][CH2:4]1.CCN(C(C)C)C(C)C.[F:38][C:39]([F:50])([F:49])[C:40](O[C:40](=[O:41])[C:39]([F:50])([F:49])[F:38])=[O:41]. Product: [F:38][C:39]([F:50])([F:49])[C:40]([N:3]1[CH2:4][CH2:5][CH:6]([C:9]2[C:10]([O:15][C:16]3[CH:21]=[CH:20][C:19]([NH:22][C:23]4[CH:28]=[CH:27][CH:26]=[CH:25][N:24]=4)=[CH:18][CH:17]=3)=[N:11][CH:12]=[CH:13][N:14]=2)[CH2:7][CH2:8]1)=[O:41]. The catalyst class is: 2. (2) Reactant: [H-].[Na+].[N:3]1([C:9]2[N:14]=[CH:13][N:12]=[C:11]([NH2:15])[CH:10]=2)[CH2:8][CH2:7][CH2:6][CH2:5][CH2:4]1.Cl[C:17]1[S:18][C:19]([C:22]#[N:23])=[CH:20][N:21]=1.Cl. Product: [N:3]1([C:9]2[N:14]=[CH:13][N:12]=[C:11]([NH:15][C:17]3[S:18][C:19]([C:22]#[N:23])=[CH:20][N:21]=3)[CH:10]=2)[CH2:8][CH2:7][CH2:6][CH2:5][CH2:4]1. The catalyst class is: 90. (3) Reactant: [C:1]([O:5][C:6]([NH:8][C@H:9]([CH2:20][C:21]1[CH:26]=[C:25]([F:27])[C:24]([F:28])=[CH:23][C:22]=1[F:29])[CH2:10][C:11]([O:13]C1CCCCC1)=[O:12])=[O:7])([CH3:4])([CH3:3])[CH3:2].C(=O)([O-])[O-].[K+].[K+].Cl. Product: [C:1]([O:5][C:6]([NH:8][C@H:9]([CH2:20][C:21]1[CH:26]=[C:25]([F:27])[C:24]([F:28])=[CH:23][C:22]=1[F:29])[CH2:10][C:11]([OH:13])=[O:12])=[O:7])([CH3:4])([CH3:2])[CH3:3]. The catalyst class is: 6. (4) Reactant: [C:1]([C:3]1[CH:4]=[C:5]([CH:18]=[CH:19][CH:20]=1)[C:6]([N:8]1[C:17]2[C:12](=[CH:13][CH:14]=[CH:15][CH:16]=2)[CH2:11][CH2:10][CH2:9]1)=[O:7])#[N:2].[ClH:21]. Product: [ClH:21].[NH2:2][CH2:1][C:3]1[CH:4]=[C:5]([CH:18]=[CH:19][CH:20]=1)[C:6]([N:8]1[C:17]2[C:12](=[CH:13][CH:14]=[CH:15][CH:16]=2)[CH2:11][CH2:10][CH2:9]1)=[O:7]. The catalyst class is: 19. (5) Reactant: [Br:1][C:2]1[CH:10]=[CH:9][CH:8]=[C:4]([C:5]([OH:7])=O)[C:3]=1[C:11]([OH:13])=O.[N:14]1[C:23]2[C:18](=[CH:19][CH:20]=[CH:21][CH:22]=2)[CH:17]=[CH:16][C:15]=1[CH2:24][CH2:25][NH2:26].C(O[Na])(C)=O. Product: [Br:1][C:2]1[CH:10]=[CH:9][CH:8]=[C:4]2[C:3]=1[C:11](=[O:13])[N:26]([CH2:25][CH2:24][C:15]1[CH:16]=[CH:17][C:18]3[C:23](=[CH:22][CH:21]=[CH:20][CH:19]=3)[N:14]=1)[C:5]2=[O:7]. The catalyst class is: 52.